Dataset: Catalyst prediction with 721,799 reactions and 888 catalyst types from USPTO. Task: Predict which catalyst facilitates the given reaction. Reactant: [NH2:1][C:2]1[CH:3]=[CH:4][C:5]2[O:9][C:8]([CH2:10][N:11]3[CH2:15][CH2:14][CH2:13][CH2:12]3)=[N:7][C:6]=2[CH:16]=1.[CH:17]1[CH:22]=[CH:21][C:20]([O:23][C:24](OC2C=CC=CC=2)=[N:25][C:26]#[N:27])=[CH:19][CH:18]=1. Product: [C:26](/[N:25]=[C:24](\[O:23][C:20]1[CH:21]=[CH:22][CH:17]=[CH:18][CH:19]=1)/[NH:1][C:2]1[CH:3]=[CH:4][C:5]2[O:9][C:8]([CH2:10][N:11]3[CH2:12][CH2:13][CH2:14][CH2:15]3)=[N:7][C:6]=2[CH:16]=1)#[N:27]. The catalyst class is: 32.